Dataset: NCI-60 drug combinations with 297,098 pairs across 59 cell lines. Task: Regression. Given two drug SMILES strings and cell line genomic features, predict the synergy score measuring deviation from expected non-interaction effect. Drug 1: C1=CC(=CC=C1CCC2=CNC3=C2C(=O)NC(=N3)N)C(=O)NC(CCC(=O)O)C(=O)O. Drug 2: C1CCC(C(C1)N)N.C(=O)(C(=O)[O-])[O-].[Pt+4]. Cell line: HOP-62. Synergy scores: CSS=26.9, Synergy_ZIP=-8.83, Synergy_Bliss=-5.31, Synergy_Loewe=-5.55, Synergy_HSA=-3.06.